Dataset: Full USPTO retrosynthesis dataset with 1.9M reactions from patents (1976-2016). Task: Predict the reactants needed to synthesize the given product. Given the product [NH:13]1[CH2:12][CH2:11][CH:10]([C:9]2[C:2]3[C:3](=[N:4][CH:5]=[CH:6][N:1]=3)[NH:7][CH:8]=2)[CH2:15][CH2:14]1, predict the reactants needed to synthesize it. The reactants are: [N:1]1[CH:6]=[CH:5][N:4]=[C:3]2[NH:7][CH:8]=[C:9]([CH:10]3[CH2:15][CH2:14][N:13](C(OC(C)(C)C)=O)[CH2:12][CH2:11]3)[C:2]=12.Cl.CCOC(C)=O.